This data is from Reaction yield outcomes from USPTO patents with 853,638 reactions. The task is: Predict the reaction yield, written as a fraction of the theoretical maximum amount of product (1.0 means a 100% yield; for example, 0.34 means a 34% yield). (1) The reactants are [F:1][C:2]1[C:3]([CH2:24][N:25](C)[C:26](=O)OC(C)(C)C)=[CH:4][N:5]([S:14]([C:17]2[CH:18]=[N:19][CH:20]=[CH:21][C:22]=2[CH3:23])(=[O:16])=[O:15])[C:6]=1[C:7]1[C:8]([F:13])=[N:9][CH:10]=[CH:11][CH:12]=1.C(OCC)(=O)C.Cl. The catalyst is C(OCC)(=O)C.CC(O)C. The product is [F:1][C:2]1[C:3]([CH2:24][NH:25][CH3:26])=[CH:4][N:5]([S:14]([C:17]2[CH:18]=[N:19][CH:20]=[CH:21][C:22]=2[CH3:23])(=[O:16])=[O:15])[C:6]=1[C:7]1[C:8]([F:13])=[N:9][CH:10]=[CH:11][CH:12]=1. The yield is 0.970. (2) The catalyst is CO.[Pd]. The yield is 1.00. The reactants are [CH3:1][O:2][CH2:3][CH2:4][O:5][C:6]1[CH:11]=[CH:10][C:9]([N+:12]([O-])=O)=[CH:8][N:7]=1. The product is [CH3:1][O:2][CH2:3][CH2:4][O:5][C:6]1[N:7]=[CH:8][C:9]([NH2:12])=[CH:10][CH:11]=1. (3) The reactants are [OH:1][C@@H:2]([C:23]1[CH:28]=[CH:27][CH:26]=[CH:25][CH:24]=1)[CH2:3][CH2:4][N:5]1[CH2:10][CH2:9][CH:8]([C:11]2[CH:12]=[C:13]([NH:17][C:18](=[O:22])[CH:19]([CH3:21])[CH3:20])[CH:14]=[CH:15][CH:16]=2)[CH2:7][CH2:6]1.[F:29][C:30]1[CH:35]=[CH:34][C:33]([C:36]([F:39])([F:38])[F:37])=[CH:32][C:31]=1O.C1(P(C2C=CC=CC=2)C2C=CC=CC=2)C=CC=CC=1.N(C(OCC)=O)=NC(OCC)=O.N. The catalyst is C1COCC1.C(Cl)(Cl)Cl. The product is [F:29][C:30]1[CH:31]=[CH:32][C:33]([C:36]([F:37])([F:38])[F:39])=[CH:34][C:35]=1[O:1][C@H:2]([C:23]1[CH:24]=[CH:25][CH:26]=[CH:27][CH:28]=1)[CH2:3][CH2:4][N:5]1[CH2:10][CH2:9][CH:8]([C:11]2[CH:12]=[C:13]([NH:17][C:18](=[O:22])[CH:19]([CH3:21])[CH3:20])[CH:14]=[CH:15][CH:16]=2)[CH2:7][CH2:6]1. The yield is 0.404. (4) The reactants are F[C:2]1[CH:9]=[CH:8][C:5]([CH:6]=[O:7])=[CH:4][CH:3]=1.C([O-])([O-])=O.[K+].[K+].[NH:16]1[CH:20]=[N:19][CH:18]=[N:17]1. The product is [N:16]1([C:2]2[CH:9]=[CH:8][C:5]([CH:6]=[O:7])=[CH:4][CH:3]=2)[CH:20]=[N:19][CH:18]=[N:17]1. The catalyst is CN(C=O)C.O. The yield is 0.650.